Dataset: Full USPTO retrosynthesis dataset with 1.9M reactions from patents (1976-2016). Task: Predict the reactants needed to synthesize the given product. (1) Given the product [C:21]([O:25][C:26](=[O:31])[NH:27][CH2:28][CH2:29][NH:30][C:18]([C:16]1[S:15][C:10]2=[N:11][C:12]3[C:7]([CH:8]=[C:9]2[CH:17]=1)=[CH:6][C:5]([C:1]([CH3:2])([CH3:4])[CH3:3])=[CH:14][CH:13]=3)=[O:19])([CH3:24])([CH3:22])[CH3:23], predict the reactants needed to synthesize it. The reactants are: [C:1]([C:5]1[CH:6]=[C:7]2[C:12](=[CH:13][CH:14]=1)[N:11]=[C:10]1[S:15][C:16]([C:18](O)=[O:19])=[CH:17][C:9]1=[CH:8]2)([CH3:4])([CH3:3])[CH3:2].[C:21]([O:25][C:26](=[O:31])[NH:27][CH2:28][CH2:29][NH2:30])([CH3:24])([CH3:23])[CH3:22].C(N(CC)CC)C. (2) Given the product [Cl:18][C:14]1[CH:13]=[C:12]([C@@H:10]([OH:11])[CH2:9][N:8]([CH2:19][CH2:20][C:21]2[CH:22]=[CH:23][C:24]([S:27]([C:30]3[CH:38]=[CH:37][CH:36]=[C:32]([C:33]([N:41]([O:42][CH3:43])[CH3:40])=[O:34])[CH:31]=3)(=[O:28])=[O:29])=[CH:25][CH:26]=2)[C:6](=[O:7])[O:5][C:1]([CH3:4])([CH3:2])[CH3:3])[CH:17]=[CH:16][CH:15]=1, predict the reactants needed to synthesize it. The reactants are: [C:1]([O:5][C:6]([N:8]([CH2:19][CH2:20][C:21]1[CH:26]=[CH:25][C:24]([S:27]([C:30]2[CH:31]=[C:32]([CH:36]=[CH:37][CH:38]=2)[C:33](O)=[O:34])(=[O:29])=[O:28])=[CH:23][CH:22]=1)[CH2:9][C@@H:10]([C:12]1[CH:17]=[CH:16][CH:15]=[C:14]([Cl:18])[CH:13]=1)[OH:11])=[O:7])([CH3:4])([CH3:3])[CH3:2].Cl.[CH3:40][NH:41][O:42][CH3:43].ON1C2C=CC=CC=2N=N1.CN(C)CCCN=C=NCC. (3) Given the product [CH3:1][O:2][C:3](=[O:20])[C:4]1[CH:5]=[CH:6][C:7]([O:10][CH2:11][CH2:12][NH2:13])=[CH:8][CH:9]=1, predict the reactants needed to synthesize it. The reactants are: [CH3:1][O:2][C:3](=[O:20])[C:4]1[CH:9]=[CH:8][C:7]([O:10][CH2:11][CH2:12][NH:13]C(=O)C(C)(C)C)=[CH:6][CH:5]=1.Cl. (4) Given the product [O:1]([CH2:8][CH2:9][C:10]([O:12][CH3:13])=[O:11])[C:2]1[CH:7]=[CH:6][CH:5]=[CH:4][CH:3]=1, predict the reactants needed to synthesize it. The reactants are: [O:1]([CH2:8][CH2:9][C:10]([OH:12])=[O:11])[C:2]1[CH:7]=[CH:6][CH:5]=[CH:4][CH:3]=1.[CH3:13]O. (5) Given the product [ClH:31].[CH3:30][N:28]1[CH2:27][C:13]2([C:12]3[C:16](=[CH:17][C:9]([OH:8])=[CH:10][CH:11]=3)[NH:15][CH2:14]2)[CH2:29]1, predict the reactants needed to synthesize it. The reactants are: C([O:8][C:9]1[CH:17]=[C:16]2[C:12]([C:13]3([CH2:29][N:28]([CH3:30])[CH2:27]3)[CH2:14][N:15]2CC2C=CC(OC)=CC=2)=[CH:11][CH:10]=1)C1C=CC=CC=1.[ClH:31].O. (6) Given the product [CH3:16][C:15]1([CH3:17])[C:18]([CH3:20])([CH3:19])[O:21][B:13]([C:2]2[CH:3]=[C:4]3[C:9](=[CH:10][CH:11]=2)[NH:8][C:7](=[O:12])[CH2:6][CH2:5]3)[O:14]1, predict the reactants needed to synthesize it. The reactants are: Br[C:2]1[CH:3]=[C:4]2[C:9](=[CH:10][CH:11]=1)[NH:8][C:7](=[O:12])[CH2:6][CH2:5]2.[BH3:13].[OH:14][C:15]([C:18]([OH:21])([CH3:20])[CH3:19])([CH3:17])[CH3:16].ClCCl.C(N(CC)CC)C.